From a dataset of Retrosynthesis with 50K atom-mapped reactions and 10 reaction types from USPTO. Predict the reactants needed to synthesize the given product. (1) Given the product COc1ccc2c(O[C@@H]3C[C@H](NC(=O)OC(C)(C)C)[C@H](C(=O)O)C3)cc(-c3ccccc3)nc2c1, predict the reactants needed to synthesize it. The reactants are: CC(C)(C)OC(=O)N[C@H]1C[C@@H](O)C[C@H]1C(=O)O.COc1ccc2c(Cl)cc(-c3ccccc3)nc2c1. (2) Given the product O=C(NCc1cn(-c2ccc(-n3ccccc3=O)nc2)cn1)c1ccc(Cl)s1, predict the reactants needed to synthesize it. The reactants are: O=C(NCc1c[nH]cn1)c1ccc(Cl)s1.O=c1ccccn1-c1ccc(I)cn1. (3) Given the product CCOC(=O)c1nc(C#N)c2nc(-c3ccccc3)sc2c1O, predict the reactants needed to synthesize it. The reactants are: CCOC(=O)c1nc(Br)c2nc(-c3ccccc3)sc2c1O.[C-]#N. (4) Given the product COc1cc(C(=O)N2CCC(CCN3CCC(Nc4nc5ccccc5n4Cc4ccc(Cl)s4)CC3)(c3ccc(F)c(F)c3)C2)cc(OC)c1OC, predict the reactants needed to synthesize it. The reactants are: COc1cc(C(=O)N2CCC(CCN3CCC(Nc4nc5ccccc5[nH]4)CC3)(c3ccc(F)c(F)c3)C2)cc(OC)c1OC.ClCc1ccc(Cl)s1. (5) Given the product Cc1noc(C)c1Cn1c(=O)c2c(n1C)[C@]1(C)CC[C@H]2C1(C)C, predict the reactants needed to synthesize it. The reactants are: Cc1noc(C)c1CCl.Cn1[nH]c(=O)c2c1[C@]1(C)CC[C@H]2C1(C)C.